Dataset: Catalyst prediction with 721,799 reactions and 888 catalyst types from USPTO. Task: Predict which catalyst facilitates the given reaction. (1) Reactant: C(OC([N:11]1[CH2:17][CH2:16][C:15](=[O:18])[N:14]([C@@H:19]([C:30](=[O:34])[N:31]([CH3:33])[CH3:32])[CH2:20][CH2:21][O:22]CC2C=CC=CC=2)[CH2:13][CH2:12]1)=O)C1C=CC=CC=1.[ClH:35]. The catalyst class is: 19. Product: [ClH:35].[OH:22][CH2:21][CH2:20][C@@H:19]([N:14]1[C:15](=[O:18])[CH2:16][CH2:17][NH:11][CH2:12][CH2:13]1)[C:30]([N:31]([CH3:33])[CH3:32])=[O:34]. (2) Reactant: [NH2:1][CH2:2][CH2:3][S:4][C:5]1[CH:6]=[C:7]([CH:27]=[C:28]([C:30]([F:33])([F:32])[F:31])[CH:29]=1)[C:8]([N:10]([C:12]1[CH:13]=[N:14][CH:15]=[CH:16][C:17]=1[C:18]1[CH:23]=[CH:22][C:21]([F:24])=[CH:20][C:19]=1[O:25][CH3:26])[CH3:11])=[O:9].[OH:34]OS([O-])=O.[K+].[O-]S([O-])(=S)=O.[Na+].[Na+].CCOC(C)=O.[OH2:53]. Product: [NH2:1][CH2:2][CH2:3][S:4]([C:5]1[CH:6]=[C:7]([CH:27]=[C:28]([C:30]([F:32])([F:33])[F:31])[CH:29]=1)[C:8]([N:10]([C:12]1[CH:13]=[N:14][CH:15]=[CH:16][C:17]=1[C:18]1[CH:23]=[CH:22][C:21]([F:24])=[CH:20][C:19]=1[O:25][CH3:26])[CH3:11])=[O:9])(=[O:34])=[O:53]. The catalyst class is: 5. (3) Reactant: [Br:1][C:2]1[CH:7]=[CH:6][C:5](F)=[C:4]([N+:9]([O-:11])=[O:10])[CH:3]=1.[NH2:12]C1C=CC=CC=1. Product: [Br:1][C:2]1[CH:7]=[CH:6][C:5]([NH2:12])=[C:4]([N+:9]([O-:11])=[O:10])[CH:3]=1. The catalyst class is: 3.